From a dataset of Catalyst prediction with 721,799 reactions and 888 catalyst types from USPTO. Predict which catalyst facilitates the given reaction. Reactant: [CH3:1][S:2]([CH2:5][CH2:6][CH2:7][O:8][C:9]1[CH:10]=[C:11]2[C:15](=[C:16]([NH:18][S:19]([C:22]3[CH:27]=[CH:26][CH:25]=[CH:24][N:23]=3)(=[O:21])=[O:20])[CH:17]=1)[NH:14][C:13]([C:28]([O:30][CH2:31][CH3:32])=[O:29])=[CH:12]2)(=[O:4])=[O:3].[C:33](=O)([O-])[O-].[K+].[K+].CN(C)C=O.CI. Product: [CH3:33][N:18]([S:19]([C:22]1[CH:27]=[CH:26][CH:25]=[CH:24][N:23]=1)(=[O:21])=[O:20])[C:16]1[CH:17]=[C:9]([O:8][CH2:7][CH2:6][CH2:5][S:2]([CH3:1])(=[O:4])=[O:3])[CH:10]=[C:11]2[C:15]=1[NH:14][C:13]([C:28]([O:30][CH2:31][CH3:32])=[O:29])=[CH:12]2. The catalyst class is: 6.